This data is from Catalyst prediction with 721,799 reactions and 888 catalyst types from USPTO. The task is: Predict which catalyst facilitates the given reaction. The catalyst class is: 32. Product: [N+:18]([C:13]1[CH:14]=[CH:15][CH:16]=[CH:17][C:12]=1[S:1][C:2]1[CH:10]=[CH:9][CH:8]=[CH:7][C:3]=1[C:4]([OH:6])=[O:5])([O-:20])=[O:19]. Reactant: [SH:1][C:2]1[CH:10]=[CH:9][CH:8]=[CH:7][C:3]=1[C:4]([OH:6])=[O:5].F[C:12]1[CH:17]=[CH:16][CH:15]=[CH:14][C:13]=1[N+:18]([O-:20])=[O:19].O.[OH-].[K+].